Dataset: Full USPTO retrosynthesis dataset with 1.9M reactions from patents (1976-2016). Task: Predict the reactants needed to synthesize the given product. (1) Given the product [CH:6]1([CH2:5][CH:4]([C:11]2[CH:16]=[CH:15][C:14]([C:17]#[C:18][CH2:19][CH:20]([OH:22])[CH3:21])=[CH:13][CH:12]=2)[C:3]([OH:23])=[O:2])[CH2:10][CH2:9][CH2:8][CH2:7]1, predict the reactants needed to synthesize it. The reactants are: C[O:2][C:3](=[O:23])[CH:4]([C:11]1[CH:16]=[CH:15][C:14]([C:17]#[C:18][CH2:19][CH:20]([OH:22])[CH3:21])=[CH:13][CH:12]=1)[CH2:5][CH:6]1[CH2:10][CH2:9][CH2:8][CH2:7]1.[OH-].[Li+]. (2) Given the product [N:22]1[C:23]2[C:28](=[N:27][CH:26]=[CH:25][CH:24]=2)[C:19]([NH:18][C:16]2[N:11]3[CH:12]=[CH:13][C:8]([N:4]4[C@@H:3]([C:29]5[CH:34]=[CH:33][CH:32]=[CH:31][CH:30]=5)[C:2]([CH3:35])([CH3:1])[O:6][C:5]4=[O:7])=[CH:9][C:10]3=[N:14][N:15]=2)=[CH:20][CH:21]=1, predict the reactants needed to synthesize it. The reactants are: [CH3:1][C:2]1([CH3:35])[O:6][C:5](=[O:7])[N:4]([C:8]2[CH:13]=[CH:12][N:11]=[C:10]([NH:14][NH:15][C:16]([NH:18][C:19]3[C:28]4[C:23](=[CH:24][CH:25]=[CH:26][N:27]=4)[N:22]=[CH:21][CH:20]=3)=O)[CH:9]=2)[C@H:3]1[C:29]1[CH:34]=[CH:33][CH:32]=[CH:31][CH:30]=1.O=P(Cl)(Cl)Cl. (3) Given the product [CH2:20]([N:22]([CH2:23][CH3:24])[C:17]([C:15]1[CH:16]=[C:11]([C:5]2[CH:4]=[C:3]([CH2:1][CH3:2])[C:8](=[O:9])[NH:7][C:6]=2[CH3:10])[CH:12]=[N:13][CH:14]=1)=[O:19])[CH3:21], predict the reactants needed to synthesize it. The reactants are: [CH2:1]([C:3]1[C:8](=[O:9])[NH:7][C:6]([CH3:10])=[C:5]([C:11]2[CH:12]=[N:13][CH:14]=[C:15]([C:17]([OH:19])=O)[CH:16]=2)[CH:4]=1)[CH3:2].[CH2:20]([NH:22][CH2:23][CH3:24])[CH3:21]. (4) Given the product [C:27]([NH:31][S:32]([C:35]1[CH:36]=[CH:37][CH:38]=[C:39]([C:2]2[N:10]3[C:5]([CH:6]=[N:7][C:8]([NH:11][C:12]4[CH:13]=[CH:14][C:15]([CH2:18][N:19]5[CH2:24][CH2:23][S:22](=[O:26])(=[O:25])[CH2:21][CH2:20]5)=[CH:16][CH:17]=4)=[N:9]3)=[CH:4][CH:3]=2)[CH:40]=1)(=[O:34])=[O:33])([CH3:30])([CH3:28])[CH3:29], predict the reactants needed to synthesize it. The reactants are: Br[C:2]1[N:10]2[C:5]([CH:6]=[N:7][C:8]([NH:11][C:12]3[CH:17]=[CH:16][C:15]([CH2:18][N:19]4[CH2:24][CH2:23][S:22](=[O:26])(=[O:25])[CH2:21][CH2:20]4)=[CH:14][CH:13]=3)=[N:9]2)=[CH:4][CH:3]=1.[C:27]([NH:31][S:32]([C:35]1[CH:36]=[C:37](B(O)O)[CH:38]=[CH:39][CH:40]=1)(=[O:34])=[O:33])([CH3:30])([CH3:29])[CH3:28]. (5) The reactants are: [Cl:1][C:2]1[CH:3]=[C:4]([C:9]2[C:21]([CH3:22])=[CH:20][C:12]([C:13]([NH:15][S:16]([CH3:19])(=[O:18])=[O:17])=[O:14])=[C:11]([F:23])[CH:10]=2)[CH:5]=[N:6][C:7]=1Cl.[F:24][C:25]1[CH:26]=[C:27](B(O)O)[CH:28]=[C:29]([F:31])[CH:30]=1.C(=O)([O-])[O-].[K+].[K+]. Given the product [Cl:1][C:2]1[CH:3]=[C:4]([C:9]2[C:21]([CH3:22])=[CH:20][C:12]([C:13]([NH:15][S:16]([CH3:19])(=[O:18])=[O:17])=[O:14])=[C:11]([F:23])[CH:10]=2)[CH:5]=[N:6][C:7]=1[C:27]1[CH:26]=[C:25]([F:24])[CH:30]=[C:29]([F:31])[CH:28]=1, predict the reactants needed to synthesize it. (6) Given the product [N:20]1([CH:27]2[CH2:32][CH2:31][N:30]([C:38]([C:39]3[CH:52]=[CH:53][CH:54]=[CH:55][CH:50]=3)([NH:35][C:1]([NH:8][C:13]3[CH:14]=[CH:15][C:16]([Cl:19])=[CH:17][CH:18]=3)=[O:3])[C:70]([NH2:68])=[O:71])[CH2:29][CH2:28]2)[CH2:25][CH2:24][CH2:23][CH2:22][C:21]1=[O:26], predict the reactants needed to synthesize it. The reactants are: [C:1]([N:8]([C:13]1[CH:18]=[CH:17][CH:16]=[CH:15][CH:14]=1)CC(O)=O)([O:3]C(C)(C)C)=O.[ClH:19].[N:20]1([CH:27]2[CH2:32][CH2:31][NH:30][CH2:29][CH2:28]2)[CH2:25][CH2:24][CH2:23][CH2:22][C:21]1=[O:26].C([N:35]([CH2:38][CH3:39])CC)C.F[P-](F)(F)(F)(F)F.N1(O[P+](N(C)C)(N(C)C)N(C)C)C2[CH:52]=[CH:53][CH:54]=[CH:55][C:50]=2N=N1.C[N:68]([CH:70]=[O:71])C. (7) Given the product [Br:17][C:18]1[CH:19]=[CH:20][C:21]([Cl:37])=[C:22]([CH2:24][C:26]2[CH:31]=[C:30]([F:32])[C:29]([O:33][CH2:34][CH3:35])=[CH:28][C:27]=2[F:36])[CH:23]=1, predict the reactants needed to synthesize it. The reactants are: [SiH](CC)(CC)CC.B(F)(F)F.CCOCC.[Br:17][C:18]1[CH:19]=[CH:20][C:21]([Cl:37])=[C:22]([C:24]([C:26]2[CH:31]=[C:30]([F:32])[C:29]([O:33][CH2:34][CH3:35])=[CH:28][C:27]=2[F:36])=O)[CH:23]=1.C(=O)([O-])[O-].[Na+].[Na+]. (8) Given the product [S:1]1[CH:5]=[CH:4][CH:3]=[C:2]1[CH2:6][CH2:7][S:8]([NH2:12])(=[O:10])=[O:9], predict the reactants needed to synthesize it. The reactants are: [S:1]1[CH:5]=[CH:4][CH:3]=[C:2]1[CH2:6][CH2:7][S:8](Cl)(=[O:10])=[O:9].[NH3:12].Cl. (9) Given the product [Cl:10][C:3]1[C:2]([C:15]2[CH:14]=[N:13][N:12]([CH3:11])[CH:16]=2)=[CH:7][N:6]=[C:5]([O:8][CH3:9])[CH:4]=1, predict the reactants needed to synthesize it. The reactants are: Br[C:2]1[C:3]([Cl:10])=[CH:4][C:5]([O:8][CH3:9])=[N:6][CH:7]=1.[CH3:11][N:12]1[CH:16]=[C:15](B2OC(C)(C)C(C)(C)O2)[CH:14]=[N:13]1.